From a dataset of Reaction yield outcomes from USPTO patents with 853,638 reactions. Predict the reaction yield, written as a fraction of the theoretical maximum amount of product (1.0 means a 100% yield; for example, 0.34 means a 34% yield). The reactants are [NH2:1][C:2]1[C:11]2[C:6](=[C:7]([C:12]3[CH:13]=[C:14]([CH:18]=[CH:19][CH:20]=3)[C:15]([OH:17])=O)[CH:8]=[CH:9][CH:10]=2)[N:5]=[N:4][C:3]=1[C:21](=[O:26])[NH:22][CH2:23][CH2:24][CH3:25].[NH:27]1[CH2:30][CH2:29][CH2:28]1.CN1CCOCC1.ON1C2C=CC=CC=2N=N1. The catalyst is CN(C=O)C.O. The product is [NH2:1][C:2]1[C:11]2[C:6](=[C:7]([C:12]3[CH:20]=[CH:19][CH:18]=[C:14]([C:15]([N:27]4[CH2:30][CH2:29][CH2:28]4)=[O:17])[CH:13]=3)[CH:8]=[CH:9][CH:10]=2)[N:5]=[N:4][C:3]=1[C:21]([NH:22][CH2:23][CH2:24][CH3:25])=[O:26]. The yield is 0.820.